Dataset: Catalyst prediction with 721,799 reactions and 888 catalyst types from USPTO. Task: Predict which catalyst facilitates the given reaction. Reactant: [Cl:1][C:2]1[CH:10]=[CH:9][CH:8]=[C:7]2[C:3]=1[CH:4]=[CH:5][NH:6]2.Br[CH2:12][CH2:13][CH:14]([O:17][CH3:18])[O:15][CH3:16].[OH-].[K+]. Product: [Cl:1][C:2]1[CH:10]=[CH:9][CH:8]=[C:7]2[C:3]=1[CH:4]=[CH:5][N:6]2[CH2:12][CH2:13][CH:14]([O:17][CH3:18])[O:15][CH3:16]. The catalyst class is: 3.